From a dataset of Cav3 T-type calcium channel HTS with 100,875 compounds. Binary Classification. Given a drug SMILES string, predict its activity (active/inactive) in a high-throughput screening assay against a specified biological target. (1) The drug is Clc1cc(N2CC(CC2=O)C(=O)NCCN2CCOCC2)ccc1F. The result is 0 (inactive). (2) The molecule is Clc1c(C(=O)NC(C(C)C)c2n(CC)c(SCC(=O)Nc3scc(n3)C)nn2)cccc1. The result is 0 (inactive). (3) The drug is O(c1c(NC(=O)c2ccc(OC)cc2)cc(OC)c(NC(=O)c2occc2)c1)C. The result is 0 (inactive). (4) The compound is O1C(OCc2ccc(cc2)CO)CC(C=C1C(=O)N1CCN(CC1)Cc1cc2OCOc2cc1)c1ccccc1. The result is 0 (inactive). (5) The drug is Clc1cc(n2c(nnc2SCC#N)COc2c3c(ccc2)cccc3)ccc1. The result is 0 (inactive). (6) The compound is s1c2n(nc1c1sccc1)c(nn2)COc1ccccc1. The result is 0 (inactive).